Dataset: Catalyst prediction with 721,799 reactions and 888 catalyst types from USPTO. Task: Predict which catalyst facilitates the given reaction. (1) Reactant: [H-].[Na+].[CH3:3][C:4]1[CH:5]=[CH:6][C:7]([S:10]([NH2:13])(=[O:12])=[O:11])=[CH:8][CH:9]=1.[Br:14][C:15]1[CH:20]=[CH:19][C:18]([CH:21](Br)[CH3:22])=[C:17]([CH2:24]Br)[CH:16]=1.C(Cl)(Cl)Cl. Product: [Br:14][C:15]1[CH:16]=[C:17]2[C:18](=[CH:19][CH:20]=1)[CH:21]([CH3:22])[N:13]([S:10]([C:7]1[CH:6]=[CH:5][C:4]([CH3:3])=[CH:9][CH:8]=1)(=[O:12])=[O:11])[CH2:24]2. The catalyst class is: 3. (2) Product: [NH2:24][C:17]1[C:18]([C:20]([F:23])([F:22])[F:21])=[C:19]2[C:11]([CH:8]3[CH2:9][CH2:10][N:5]([C:3](=[O:4])[CH:2]([CH3:1])[CH3:28])[CH2:6][CH2:7]3)=[CH:12][N:13]([CH3:27])[C:14]2=[N:15][CH:16]=1. Reactant: [CH3:1][CH:2]([CH3:28])[C:3]([N:5]1[CH2:10][CH:9]=[C:8]([C:11]2[C:19]3[C:14](=[N:15][CH:16]=[C:17]([N+:24]([O-])=O)[C:18]=3[C:20]([F:23])([F:22])[F:21])[N:13]([CH3:27])[CH:12]=2)[CH2:7][CH2:6]1)=[O:4].[H][H]. The catalyst class is: 320. (3) Reactant: [CH2:1]([O:5][CH2:6][C@@H:7]([NH:12][C:13]([C@H:15]1[O:17][C@@H:16]1[C:18]([OH:20])=[O:19])=[O:14])[CH2:8][CH:9]([CH3:11])[CH3:10])[CH:2]([CH3:4])[CH3:3].C(=O)([O-])[O-].[K+:25].[K+]. Product: [CH2:1]([O:5][CH2:6][C@@H:7]([NH:12][C:13]([C@H:15]1[O:17][C@@H:16]1[C:18]([O-:20])=[O:19])=[O:14])[CH2:8][CH:9]([CH3:11])[CH3:10])[CH:2]([CH3:3])[CH3:4].[K+:25]. The catalyst class is: 95. (4) Reactant: [CH3:1][O:2][C:3]1[CH:4]=[C:5]2[O:9][C:8]([C:10]3[N:11]=[C:12]4[N:16]([CH:17]=3)[N:15]=[C:14]([O:18][CH3:19])[S:13]4)=[CH:7][C:6]2=[C:20]([OH:22])[CH:21]=1.[C:23]1([C:29]([C:32]2[S:33][CH:34]=[C:35]([CH2:37]O)[N:36]=2)([CH3:31])[CH3:30])[CH:28]=[CH:27][CH:26]=[CH:25][CH:24]=1.C(P(CCCC)CCCC)CCC.C1CCN(C(N=NC(N2CCCCC2)=O)=O)CC1. Product: [CH3:19][O:18][C:14]1[S:13][C:12]2=[N:11][C:10]([C:8]3[O:9][C:5]4[CH:4]=[C:3]([O:2][CH3:1])[CH:21]=[C:20]([O:22][CH2:37][C:35]5[N:36]=[C:32]([C:29]([C:23]6[CH:28]=[CH:27][CH:26]=[CH:25][CH:24]=6)([CH3:31])[CH3:30])[S:33][CH:34]=5)[C:6]=4[CH:7]=3)=[CH:17][N:16]2[N:15]=1. The catalyst class is: 1. (5) Product: [F:44][CH2:43][CH:9]1[NH:8][CH2:13][CH2:12][N:11]([C:14]2[CH:19]=[CH:18][C:17]([NH:20][C:21]3[N:22]=[CH:23][C:24]4[CH:29]=[CH:28][N:27]([CH2:30][C:31]5[C:32]([N:37]([CH3:42])[S:38]([CH3:41])(=[O:40])=[O:39])=[N:33][CH:34]=[CH:35][CH:36]=5)[C:25]=4[N:26]=3)=[CH:16][CH:15]=2)[CH2:10]1. Reactant: C([N:8]1[CH2:13][CH2:12][N:11]([C:14]2[CH:19]=[CH:18][C:17]([NH:20][C:21]3[N:22]=[CH:23][C:24]4[CH:29]=[CH:28][N:27]([CH2:30][C:31]5[C:32]([N:37]([CH3:42])[S:38]([CH3:41])(=[O:40])=[O:39])=[N:33][CH:34]=[CH:35][CH:36]=5)[C:25]=4[N:26]=3)=[CH:16][CH:15]=2)[CH2:10][CH:9]1[CH2:43][F:44])C1C=CC=CC=1.C([O-])=O.[NH4+]. The catalyst class is: 19. (6) Reactant: [C:1]([O:5][C:6]([NH:8][C@@H:9]([CH2:37][C:38]1[CH:43]=[CH:42][CH:41]=[CH:40][CH:39]=1)[C@@H:10]([O:29][Si](C(C)(C)C)(C)C)[CH2:11][CH:12]([CH2:16][C:17]1[CH:22]=[CH:21][C:20]([C:23]2[CH:28]=[CH:27][CH:26]=[CH:25][N:24]=2)=[CH:19][CH:18]=1)C(O)=O)=[O:7])([CH3:4])([CH3:3])[CH3:2].C([N:46]([CH2:49]C)CC)C.C1C=CC(P(N=[N+]=[N-])(C2C=CC=CC=2)=[O:58])=CC=1.[CH2:68]([OH:75])[C:69]1[CH:74]=[CH:73][CH:72]=[CH:71][CH:70]=1.CCCC[N+](CCCC)(CCCC)CCCC.[F-].O1CCCC1. Product: [C:1]([O:5][C:6]([NH:8][C@@H:9]([CH2:37][C:38]1[CH:43]=[CH:42][CH:41]=[CH:40][CH:39]=1)[C@@H:10]([OH:29])[CH2:11][CH:12]([NH:46][C:49](=[O:58])[O:75][CH2:68][C:69]1[CH:74]=[CH:73][CH:72]=[CH:71][CH:70]=1)[CH2:16][C:17]1[CH:22]=[CH:21][C:20]([C:23]2[CH:28]=[CH:27][CH:26]=[CH:25][N:24]=2)=[CH:19][CH:18]=1)=[O:7])([CH3:3])([CH3:2])[CH3:4]. The catalyst class is: 11.